Dataset: Catalyst prediction with 721,799 reactions and 888 catalyst types from USPTO. Task: Predict which catalyst facilitates the given reaction. (1) Reactant: [C:1]([C:3]1[CH:11]=[CH:10][C:6]([C:7]([OH:9])=O)=[CH:5][CH:4]=1)#[N:2].C1(N=C=NC2CCCCC2)CCCCC1.O.ON1C2C=CC=CC=2N=N1.[N:38]1([CH2:44][CH2:45][CH2:46][O:47][C:48]2[CH:53]=[CH:52][C:51]([N:54]3[CH2:59][CH2:58][NH:57][CH2:56][CH2:55]3)=[C:50]([C:60]([F:63])([F:62])[F:61])[CH:49]=2)[CH2:43][CH2:42][CH2:41][CH2:40][CH2:39]1. Product: [N:38]1([CH2:44][CH2:45][CH2:46][O:47][C:48]2[CH:53]=[CH:52][C:51]([N:54]3[CH2:55][CH2:56][N:57]([C:7]([C:6]4[CH:5]=[CH:4][C:3]([C:1]#[N:2])=[CH:11][CH:10]=4)=[O:9])[CH2:58][CH2:59]3)=[C:50]([C:60]([F:63])([F:62])[F:61])[CH:49]=2)[CH2:43][CH2:42][CH2:41][CH2:40][CH2:39]1. The catalyst class is: 98. (2) Reactant: [F:1][C:2]([F:9])([F:8])[C:3]([O:5]CC)=O.O1CCCC1.[CH:15]([NH:18][CH2:19][CH2:20][NH2:21])([CH3:17])[CH3:16].[C:22](O[C:22]([O:24][C:25]([CH3:28])([CH3:27])[CH3:26])=[O:23])([O:24][C:25]([CH3:28])([CH3:27])[CH3:26])=[O:23]. Product: [CH:15]([N:18]([CH2:19][CH2:20][NH:21][C:3](=[O:5])[C:2]([F:1])([F:8])[F:9])[C:22](=[O:23])[O:24][C:25]([CH3:28])([CH3:27])[CH3:26])([CH3:17])[CH3:16]. The catalyst class is: 13. (3) Reactant: Br[C:2]1[CH:3]=[CH:4][C:5]2[N:6]([C:27]3[CH:32]=[CH:31][CH:30]=[CH:29][CH:28]=3)[C:7]3[CH:8]=[C:9]4[C:24]([CH3:26])([CH3:25])[C:23]5[C:18](=[CH:19][CH:20]=[CH:21][CH:22]=5)[C:10]4=[CH:11][C:12]=3[C:13]([CH3:17])([CH3:16])[C:14]=2[CH:15]=1.[CH3:33][C:34]1([CH3:69])[CH:46]=[C:45]2[C:37](=[C:38]3[C:43]([NH:44]2)=[CH:42][C:41]2=[CH:47][C:48]4[C:53]([C:40]2=[CH:39]3)=[CH:52][C:51](B2OC(C)(C)C(C)(C)O2)=[CH:50][CH:49]=4)[CH:36]([C:63]2[CH:68]=[CH:67][CH:66]=[CH:65][CH:64]=2)[CH2:35]1.C(=O)([O-])[O-].[K+].[K+].C1(C)C=CC=CC=1. Product: [CH3:33][C:34]1([CH3:69])[CH:46]=[C:45]2[C:37](=[C:38]3[C:43]([NH:44]2)=[CH:42][C:41]2=[CH:47][C:48]4[C:53]([C:40]2=[CH:39]3)=[CH:52][C:51]([C:2]2[CH:3]=[CH:4][C:5]3[N:6]([C:27]5[CH:32]=[CH:31][CH:30]=[CH:29][CH:28]=5)[C:7]5[CH:8]=[C:9]6[C:24]([CH3:25])([CH3:26])[C:23]7[C:18](=[CH:19][CH:20]=[CH:21][CH:22]=7)[C:10]6=[CH:11][C:12]=5[C:13]([CH3:16])([CH3:17])[C:14]=3[CH:15]=2)=[CH:50][CH:49]=4)[CH:36]([C:63]2[CH:64]=[CH:65][CH:66]=[CH:67][CH:68]=2)[CH2:35]1. The catalyst class is: 461. (4) Reactant: [Br:1][C:2]1[CH:3]=[C:4]2[C:14](=[CH:15][CH:16]=1)[O:13][C:7]1([CH2:12][CH2:11][CH2:10][O:9][CH2:8]1)[CH:6]([CH3:17])[C:5]2=O.C[Si]([N:23]=[C:24]=[N:25][Si](C)(C)C)(C)C. Product: [Br:1][C:2]1[CH:3]=[C:4]2[C:14](=[CH:15][CH:16]=1)[O:13][C:7]1([CH2:12][CH2:11][CH2:10][O:9][CH2:8]1)[CH:6]([CH3:17])/[C:5]/2=[N:25]\[C:24]#[N:23]. The catalyst class is: 388. (5) Reactant: [CH2:1]([O:3][C:4]1[C:9]([C:10]([O:12][CH2:13][CH3:14])=[O:11])=[CH:8][N:7]=[C:6]2[N:15](CC)[N:16]=[CH:17][C:5]=12)[CH3:2].BrN1C(=O)CCC1=O. Product: [CH2:1]([O:3][C:4]1[C:9]([C:10]([O:12][CH2:13][CH3:14])=[O:11])=[CH:8][N:7]=[C:6]2[NH:15][N:16]=[CH:17][C:5]=12)[CH3:2]. The catalyst class is: 53. (6) Reactant: Cl.Cl.[CH:3]1([N:6]2[CH2:11][CH2:10][NH:9][CH2:8][CH2:7]2)[CH2:5][CH2:4]1.[C:12](N1CCNCC1)([O:14][C:15]([CH3:18])([CH3:17])[CH3:16])=[O:13].C(OC1(O[Si](C)(C)C)CC1)C.C(O)(=O)C.[BH3-]C#N.[Na+]. Product: [C:12]([N:9]1[CH2:10][CH2:11][N:6]([CH:3]2[CH2:5][CH2:4]2)[CH2:7][CH2:8]1)([O:14][C:15]([CH3:18])([CH3:17])[CH3:16])=[O:13]. The catalyst class is: 36.